Task: Predict the reactants needed to synthesize the given product.. Dataset: Full USPTO retrosynthesis dataset with 1.9M reactions from patents (1976-2016) (1) Given the product [C:22]([C:21]1[CH:20]=[CH:19][C:18]([NH:17][CH:3]([C:4]2[CH:9]=[C:8]([O:10][CH3:11])[CH:7]=[C:6]([O:12][CH2:13][CH2:14][OH:15])[C:5]=2[F:16])[C:1]([NH2:2])=[S:27])=[CH:25][CH:24]=1)#[N:23], predict the reactants needed to synthesize it. The reactants are: [C:1]([CH:3]([NH:17][C:18]1[CH:25]=[CH:24][C:21]([C:22]#[N:23])=[CH:20][CH:19]=1)[C:4]1[CH:9]=[C:8]([O:10][CH3:11])[CH:7]=[C:6]([O:12][CH2:13][CH2:14][OH:15])[C:5]=1[F:16])#[N:2].[NH4+]=[S:27].O. (2) Given the product [F:8][C:6]1[CH:5]=[C:4]([CH2:9][C:10]([NH:12][C@H:13]([C:15]([NH:18][C@H:19]2[CH2:26][CH2:25][CH2:24][NH:23][C:21](=[O:22])[CH2:20]2)=[O:17])[CH3:14])=[O:11])[CH:3]=[C:2]([F:1])[CH:7]=1, predict the reactants needed to synthesize it. The reactants are: [F:1][C:2]1[CH:3]=[C:4]([CH2:9][C:10]([NH:12][C@H:13]([C:15]([OH:17])=O)[CH3:14])=[O:11])[CH:5]=[C:6]([F:8])[CH:7]=1.[NH2:18][C@H:19]1[CH2:26][CH2:25][CH2:24][NH:23][C:21](=[O:22])[CH2:20]1. (3) Given the product [C:25]([C:22]1[CH:21]=[CH:20][C:19]([C:16]2[NH:15][C:14]([C@@H:4]3[CH:3]=[C:2]([CH3:1])[CH2:6][N:5]3[C:7]([O:9][C:10]([CH3:13])([CH3:12])[CH3:11])=[O:8])=[N:18][CH:17]=2)=[CH:24][CH:23]=1)#[CH:26], predict the reactants needed to synthesize it. The reactants are: [CH3:1][C:2]1[CH2:6][N:5]([C:7]([O:9][C:10]([CH3:13])([CH3:12])[CH3:11])=[O:8])[C@H:4]([C:14]2[NH:15][C:16]([C:19]3[CH:24]=[CH:23][C:22]([C:25]#[C:26][Si](C)(C)C)=[CH:21][CH:20]=3)=[CH:17][N:18]=2)[CH:3]=1.C([O-])([O-])=O.[K+].[K+]. (4) Given the product [C:17]1([C@@H:5]2[C@@H:6]([C:11]3[CH:16]=[CH:15][CH:14]=[CH:13][CH:12]=3)[N:7]3[CH2:8][CH2:9][N:4]2[CH2:3][CH2:2]3)[CH:22]=[CH:21][CH:20]=[CH:19][CH:18]=1, predict the reactants needed to synthesize it. The reactants are: Cl[CH2:2][CH2:3][NH:4][CH:5]([C:17]1[CH:22]=[CH:21][CH:20]=[CH:19][CH:18]=1)[CH:6]([C:11]1[CH:16]=[CH:15][CH:14]=[CH:13][CH:12]=1)[NH:7][CH2:8][CH2:9]Cl.C(Cl)(Cl)Cl.CO.CO. (5) Given the product [C:15]([C:13]1[CH:12]=[CH:11][N:10]=[C:9]([NH:8][C:6](=[O:7])[C:5]2[CH:17]=[CH:18][C:2]([B:24]3[O:25][C:26]([CH3:28])([CH3:27])[C:22]([CH3:38])([CH3:21])[O:23]3)=[C:3]([O:19][CH3:20])[CH:4]=2)[CH:14]=1)#[N:16], predict the reactants needed to synthesize it. The reactants are: Br[C:2]1[CH:18]=[CH:17][C:5]([C:6]([NH:8][C:9]2[CH:14]=[C:13]([C:15]#[N:16])[CH:12]=[CH:11][N:10]=2)=[O:7])=[CH:4][C:3]=1[O:19][CH3:20].[CH3:21][C:22]1([CH3:38])[C:26]([CH3:28])([CH3:27])[O:25][B:24]([B:24]2[O:25][C:26]([CH3:28])([CH3:27])[C:22]([CH3:38])([CH3:21])[O:23]2)[O:23]1.CC([O-])=O.[K+]. (6) Given the product [CH2:23]([O:30][C@@H:31]1[CH2:35][CH2:34][CH2:33][C@@H:32]1[NH:36][CH2:20][C@@H:19]([C:9]1[C:10]2[S:14][C:13]([O:15][CH:16]([CH3:18])[CH3:17])=[N:12][C:11]=2[C:6]([O:5][C:1]([CH3:4])([CH3:3])[CH3:2])=[CH:7][CH:8]=1)[OH:22])[C:24]1[CH:29]=[CH:28][CH:27]=[CH:26][CH:25]=1, predict the reactants needed to synthesize it. The reactants are: [C:1]([O:5][C:6]1[C:11]2[N:12]=[C:13]([O:15][CH:16]([CH3:18])[CH3:17])[S:14][C:10]=2[C:9]([C@@H:19]([OH:22])[CH2:20]Cl)=[CH:8][CH:7]=1)([CH3:4])([CH3:3])[CH3:2].[CH2:23]([O:30][C@@H:31]1[CH2:35][CH2:34][CH2:33][C@@H:32]1[NH2:36])[C:24]1[CH:29]=[CH:28][CH:27]=[CH:26][CH:25]=1.